From a dataset of Forward reaction prediction with 1.9M reactions from USPTO patents (1976-2016). Predict the product of the given reaction. (1) Given the reactants [C:1]([OH:20])(=O)[CH2:2][CH2:3][CH2:4][CH2:5][CH2:6][CH2:7][CH2:8]/[CH:9]=[CH:10]\[CH2:11][CH2:12][CH2:13][CH2:14][CH2:15][CH2:16][CH2:17][CH3:18].Cl.[CH3:22][NH:23][O:24][CH3:25].O.ON1C2C=CC=CC=2N=C1.C(N(CC)CC)C.Cl.C(N=C=NCCCN(C)C)C, predict the reaction product. The product is: [CH3:25][O:24][N:23]([CH3:22])[C:1](=[O:20])[CH2:2][CH2:3][CH2:4][CH2:5][CH2:6][CH2:7][CH2:8]/[CH:9]=[CH:10]\[CH2:11][CH2:12][CH2:13][CH2:14][CH2:15][CH2:16][CH2:17][CH3:18]. (2) Given the reactants [CH2:1]([O:8][P:9]([O:19][CH2:20][CH2:21][CH2:22][O:23][CH2:24][C:25]([CH3:34])([CH3:33])[C:26]([O:28]C(C)(C)C)=[O:27])([O:11][CH2:12][C:13]1[CH:18]=[CH:17][CH:16]=[CH:15][CH:14]=1)=[O:10])[C:2]1[CH:7]=[CH:6][CH:5]=[CH:4][CH:3]=1.C(O)(C(F)(F)F)=O, predict the reaction product. The product is: [CH2:1]([O:8][P:9]([O:19][CH2:20][CH2:21][CH2:22][O:23][CH2:24][C:25]([CH3:34])([CH3:33])[C:26]([OH:28])=[O:27])([O:11][CH2:12][C:13]1[CH:14]=[CH:15][CH:16]=[CH:17][CH:18]=1)=[O:10])[C:2]1[CH:3]=[CH:4][CH:5]=[CH:6][CH:7]=1. (3) The product is: [OH:16][C:12]1[CH:11]=[C:10]([CH:15]=[CH:14][CH:13]=1)[C:9]([NH:8][CH2:7][C:6]([OH:18])=[O:5])=[O:17]. Given the reactants [Li+].[OH-].C([O:5][C:6](=[O:18])[CH2:7][NH:8][C:9](=[O:17])[C:10]1[CH:15]=[CH:14][CH:13]=[C:12]([OH:16])[CH:11]=1)C, predict the reaction product. (4) Given the reactants [N+:1]([O-])([O-])=O.[K+].[F:6][C:7]1[C:8]([CH3:15])=[C:9]([CH:12]=[CH:13][CH:14]=1)[C:10]#[N:11], predict the reaction product. The product is: [NH2:1][C:12]1[C:9]([C:10]#[N:11])=[C:8]([CH3:15])[C:7]([F:6])=[CH:14][CH:13]=1. (5) Given the reactants F[C:2](F)(F)[CH:3]([N:7]1[CH:11]=[C:10]([C:12]2[C:13]3[CH:20]=[CH:19][N:18]([CH2:21][O:22][CH2:23][CH2:24][Si:25]([CH3:28])([CH3:27])[CH3:26])[C:14]=3[N:15]=[CH:16][N:17]=2)[CH:9]=[N:8]1)[CH2:4][C:5]#[N:6].[CH:31](O)(C)[CH3:32], predict the reaction product. The product is: [CH:2]1([C@H:3]([N:7]2[CH:11]=[C:10]([C:12]3[C:13]4[CH:20]=[CH:19][N:18]([CH2:21][O:22][CH2:23][CH2:24][Si:25]([CH3:28])([CH3:27])[CH3:26])[C:14]=4[N:15]=[CH:16][N:17]=3)[CH:9]=[N:8]2)[CH2:4][C:5]#[N:6])[CH2:32][CH2:31]1. (6) Given the reactants [CH3:1][N:2]([CH3:8])[C:3]([N:5]([CH3:7])[CH3:6])=[NH:4].C([Li])CCC.[CH2:14]([O:16][Si:17](OCC)([O:21][CH2:22][CH3:23])[O:18][CH2:19][CH3:20])[CH3:15], predict the reaction product. The product is: [CH2:14]([O:16][SiH:17]([O:21][CH2:22][CH3:23])[O:18][CH2:19][CH3:20])[CH3:15].[CH3:1][N:2]([CH3:8])[C:3]([N:5]([CH3:7])[CH3:6])=[NH:4].